Dataset: Forward reaction prediction with 1.9M reactions from USPTO patents (1976-2016). Task: Predict the product of the given reaction. (1) Given the reactants Br[C:2]1[CH:3]=[C:4]([NH:8][CH2:9][C:10]2[CH:11]=[C:12]([OH:16])[CH:13]=[CH:14][CH:15]=2)[CH:5]=[N:6][CH:7]=1.[F:17][C:18]1[C:23]([O:24][CH3:25])=[CH:22][CH:21]=[CH:20][C:19]=1B(O)O.C([O-])(O)=O.[Na+].C1(P(C2C=CC=CC=2)C2C=CC=CC=2)C=CC=CC=1, predict the reaction product. The product is: [F:17][C:18]1[C:23]([O:24][CH3:25])=[CH:22][CH:21]=[CH:20][C:19]=1[C:2]1[CH:3]=[C:4]([NH:8][CH2:9][C:10]2[CH:11]=[C:12]([OH:16])[CH:13]=[CH:14][CH:15]=2)[CH:5]=[N:6][CH:7]=1. (2) Given the reactants [C:1]([O:4][CH:5]=[CH2:6])(=[O:3])[CH3:2].[C:7]([O:11][CH2:12][CH2:13][CH2:14][CH2:15][CH2:16][CH:17]([CH3:19])[CH3:18])(=[O:10])[CH:8]=[CH2:9].[C:20]([O:24][CH2:25][CH2:26][OH:27])(=[O:23])[CH:21]=[CH2:22].N(C(C)(CC)C#N)=NC(C)(CC)C#N, predict the reaction product. The product is: [C:7]([O:11][CH2:12][CH2:13][CH2:14][CH2:15][CH2:16][CH:17]([CH3:19])[CH3:18])(=[O:10])[CH:8]=[CH2:9].[C:20]([O:24][CH2:25][CH2:26][OH:27])(=[O:23])[CH:21]=[CH2:22].[C:1]([O:4][CH:5]=[CH2:6])(=[O:3])[CH3:2]. (3) Given the reactants [NH2:1][C@H:2]1[CH2:7][CH2:6][C@H:5]([C:8]([O:10][CH3:11])=[O:9])[CH2:4][CH2:3]1.C(N(CC)CC)C.[C:19]([O:23][C:24](O[C:24]([O:23][C:19]([CH3:22])([CH3:21])[CH3:20])=[O:25])=[O:25])([CH3:22])([CH3:21])[CH3:20], predict the reaction product. The product is: [C:19]([O:23][C:24]([NH:1][C@H:2]1[CH2:3][CH2:4][C@H:5]([C:8]([O:10][CH3:11])=[O:9])[CH2:6][CH2:7]1)=[O:25])([CH3:22])([CH3:21])[CH3:20]. (4) The product is: [C:1]([O:19][CH2:18][C:17]([CH3:20])([CH3:21])[CH2:16][N:15]1[C:9]2[CH:8]=[CH:7][C:6]([Cl:5])=[CH:47][C:10]=2[C@@H:11]([C:37]2[CH:42]=[CH:41][CH:40]=[C:39]([O:43][CH3:44])[C:38]=2[O:45][CH3:46])[O:12][C@H:13]([CH2:23][C:24]([NH:26][C:27]2[CH:32]=[CH:31][C:30]([CH2:33][C:34]([OH:36])=[O:35])=[CH:29][CH:28]=2)=[O:25])[C:14]1=[O:22])(=[O:3])[CH3:2]. Given the reactants [C:1](Cl)(=[O:3])[CH3:2].[Cl:5][C:6]1[CH:7]=[CH:8][C:9]2[N:15]([CH2:16][C:17]([CH3:21])([CH3:20])[CH2:18][OH:19])[C:14](=[O:22])[C@@H:13]([CH2:23][C:24]([NH:26][C:27]3[CH:32]=[CH:31][C:30]([CH2:33][C:34]([OH:36])=[O:35])=[CH:29][CH:28]=3)=[O:25])[O:12][C@H:11]([C:37]3[CH:42]=[CH:41][CH:40]=[C:39]([O:43][CH3:44])[C:38]=3[O:45][CH3:46])[C:10]=2[CH:47]=1.N1C=CC=CC=1.C(OCC)(=O)C, predict the reaction product. (5) Given the reactants [Cl:1][C:2]1[CH:7]=[CH:6][C:5]([C:8]2[N:9]=[C:10]([C:13]([OH:15])=O)[S:11][CH:12]=2)=[CH:4][CH:3]=1.C1N=CN(C(N2C=NC=C2)=O)C=1.[CH2:28]1[CH2:32][N:31]([CH2:33][CH2:34][CH2:35][NH2:36])[CH2:30][CH2:29]1.CO, predict the reaction product. The product is: [N:31]1([CH2:33][CH2:34][CH2:35][NH:36][C:13]([C:10]2[S:11][CH:12]=[C:8]([C:5]3[CH:4]=[CH:3][C:2]([Cl:1])=[CH:7][CH:6]=3)[N:9]=2)=[O:15])[CH2:32][CH2:28][CH2:29][CH2:30]1. (6) Given the reactants [N:1]1[S:2][N:3]=[C:4]2[CH:9]=[C:8]([C:10]3[CH:11]=[C:12]([CH:22]([CH2:28][CH:29]([CH3:31])[CH3:30])[C:23]([O:25]CC)=[O:24])[CH:13]=[C:14]([Cl:21])[C:15]=3[O:16][CH2:17][CH:18]3[CH2:20][CH2:19]3)[CH:7]=[CH:6][C:5]=12.CO.O.O[Li].O, predict the reaction product. The product is: [N:1]1[S:2][N:3]=[C:4]2[CH:9]=[C:8]([C:10]3[CH:11]=[C:12]([CH:22]([CH2:28][CH:29]([CH3:31])[CH3:30])[C:23]([OH:25])=[O:24])[CH:13]=[C:14]([Cl:21])[C:15]=3[O:16][CH2:17][CH:18]3[CH2:20][CH2:19]3)[CH:7]=[CH:6][C:5]=12. (7) Given the reactants [CH3:1][O:2][C:3]1[N:8]=[CH:7][C:6]([NH:9][C:10]2[C:15]([C:16]3[N:21]=[C:20]([CH3:22])[N:19]=[C:18](SC)[N:17]=3)=[N:14][CH:13]=[CH:12][N:11]=2)=[CH:5][CH:4]=1.[NH3:25], predict the reaction product. The product is: [CH3:1][O:2][C:3]1[N:8]=[CH:7][C:6]([NH:9][C:10]2[C:15]([C:16]3[N:21]=[C:20]([CH3:22])[N:19]=[C:18]([NH2:25])[N:17]=3)=[N:14][CH:13]=[CH:12][N:11]=2)=[CH:5][CH:4]=1. (8) Given the reactants [C:1]([O:5][C:6]([N:8]1[CH2:13][CH2:12][NH:11][C@H:10]([CH3:14])[CH2:9]1)=[O:7])([CH3:4])([CH3:3])[CH3:2].[CH2:15]([O:22][C:23]1[CH:28]=[CH:27][C:26](Br)=[CH:25][CH:24]=1)[C:16]1[CH:21]=[CH:20][CH:19]=[CH:18][CH:17]=1.CC(C)([O-])C.[Na+].F[B-](F)(F)F.C(P(C(C)(C)C)C(C)(C)C)(C)(C)C, predict the reaction product. The product is: [C:1]([O:5][C:6]([N:8]1[CH2:13][CH2:12][N:11]([C:26]2[CH:27]=[CH:28][C:23]([O:22][CH2:15][C:16]3[CH:21]=[CH:20][CH:19]=[CH:18][CH:17]=3)=[CH:24][CH:25]=2)[C@H:10]([CH3:14])[CH2:9]1)=[O:7])([CH3:4])([CH3:2])[CH3:3]. (9) Given the reactants C([O:8][CH2:9][C:10]([F:38])([F:37])[CH2:11][N:12]1[C:16]([C:17]2[CH:22]=[CH:21][C:20]([F:23])=[CH:19][CH:18]=2)=[C:15]([C:24]2[CH:25]=[CH:26][C:27]3[O:32][CH2:31][C:30](=[O:33])[NH:29][C:28]=3[C:34]=2[CH3:35])[C:14]([CH3:36])=[N:13]1)C1C=CC=CC=1, predict the reaction product. The product is: [F:38][C:10]([F:37])([CH2:9][OH:8])[CH2:11][N:12]1[C:16]([C:17]2[CH:18]=[CH:19][C:20]([F:23])=[CH:21][CH:22]=2)=[C:15]([C:24]2[CH:25]=[CH:26][C:27]3[O:32][CH2:31][C:30](=[O:33])[NH:29][C:28]=3[C:34]=2[CH3:35])[C:14]([CH3:36])=[N:13]1.